From a dataset of Full USPTO retrosynthesis dataset with 1.9M reactions from patents (1976-2016). Predict the reactants needed to synthesize the given product. (1) Given the product [C:25]([NH:29][C:22]([C:11]1[CH:10]=[C:9]([C:5]2[CH:4]=[C:3]([CH2:2][OH:1])[CH:8]=[CH:7][N:6]=2)[N:13]([C:14]2[CH:15]=[N:16][C:17]([O:20][CH3:21])=[CH:18][CH:19]=2)[N:12]=1)=[O:24])([CH3:28])([CH3:27])[CH3:26], predict the reactants needed to synthesize it. The reactants are: [OH:1][CH2:2][C:3]1[CH:8]=[CH:7][N:6]=[C:5]([C:9]2[N:13]([C:14]3[CH:15]=[N:16][C:17]([O:20][CH3:21])=[CH:18][CH:19]=3)[N:12]=[C:11]([C:22]([OH:24])=O)[CH:10]=2)[CH:4]=1.[C:25]([NH2:29])([CH3:28])([CH3:27])[CH3:26]. (2) The reactants are: Cl[C:2]1[CH:16]=[CH:15][C:5]2[C:6](=[O:14])[NH:7][C:8]3[C:13]([C:4]=2[CH:3]=1)=[CH:12][CH:11]=[CH:10][N:9]=3.F[C:18]1[CH:19]=[C:20]([CH:22]=[CH:23][CH:24]=1)[NH2:21].C1(P(C2CCCCC2)C2C=CC=CC=2C2C(C(C)C)=CC(C(C)C)=CC=2C(C)C)CCCCC1.C[C:60](C)([O-:62])C.[Na+]. Given the product [CH3:60][O:62][C:22]1[CH:23]=[CH:24][CH:18]=[CH:19][C:20]=1[NH:21][C:2]1[CH:16]=[CH:15][C:5]2[C:6](=[O:14])[NH:7][C:8]3[C:13]([C:4]=2[CH:3]=1)=[CH:12][CH:11]=[CH:10][N:9]=3, predict the reactants needed to synthesize it.